From a dataset of Full USPTO retrosynthesis dataset with 1.9M reactions from patents (1976-2016). Predict the reactants needed to synthesize the given product. (1) Given the product [C:13]([O:17][C:18](=[O:27])[C:19]1[CH:24]=[CH:23][C:22]([CH2:25][CH:39]([C:5]2[CH:6]=[CH:7][C:8]([Br:11])=[CH:9][CH:10]=2)[C:38]([O:41][CH3:42])=[O:40])=[CH:21][CH:20]=1)([CH3:16])([CH3:15])[CH3:14], predict the reactants needed to synthesize it. The reactants are: C(O[C:5]1[CH:10]=[CH:9][C:8]([Br:11])=[CH:7][C:6]=1C)(=O)C.[C:13]([O:17][C:18](=[O:27])[C:19]1[CH:24]=[CH:23][C:22]([CH2:25]I)=[CH:21][CH:20]=1)([CH3:16])([CH3:15])[CH3:14].C[Si](C)(C)[N-][Si](C)(C)C.[Li+].[C:38]([O:41][CH2:42]C)(=[O:40])[CH3:39]. (2) The reactants are: [OH:1][CH2:2][C:3]1[O:4][CH:5]=[C:6]([O:10][CH3:11])[C:7](=[O:9])[CH:8]=1.[OH2:12].[OH-].[Na+]. Given the product [CH3:11][O:10][C:6]1[C:7](=[O:9])[CH:8]=[C:3]([C:2]([OH:12])=[O:1])[O:4][CH:5]=1, predict the reactants needed to synthesize it. (3) Given the product [CH2:19]([C:16]1[CH:17]=[CH:18][C:13]([O:12][C:8]2[CH:9]=[C:10]([CH3:11])[C:5]([C:3]3[N:22]=[C:23]([NH2:25])[S:24][CH:2]=3)=[C:6]([CH3:21])[CH:7]=2)=[CH:14][CH:15]=1)[CH3:20], predict the reactants needed to synthesize it. The reactants are: Br[CH2:2][C:3]([C:5]1[C:10]([CH3:11])=[CH:9][C:8]([O:12][C:13]2[CH:18]=[CH:17][C:16]([CH2:19][CH3:20])=[CH:15][CH:14]=2)=[CH:7][C:6]=1[CH3:21])=O.[NH2:22][C:23]([NH2:25])=[S:24]. (4) Given the product [F:3][C:4]1[CH:11]=[CH:10][C:7]([CH2:8][O:9][C:13]2[N:14]=[C:15]([OH:29])[C:16]3[CH:22]=[CH:21][N:20]=[C:19]([C:23]4[N:24]=[CH:25][N:26]([CH3:28])[CH:27]=4)[C:17]=3[N:18]=2)=[CH:6][CH:5]=1, predict the reactants needed to synthesize it. The reactants are: [H-].[Na+].[F:3][C:4]1[CH:11]=[CH:10][C:7]([CH2:8][OH:9])=[CH:6][CH:5]=1.Cl[C:13]1[N:14]=[C:15]([OH:29])[C:16]2[CH:22]=[CH:21][N:20]=[C:19]([C:23]3[N:24]=[CH:25][N:26]([CH3:28])[CH:27]=3)[C:17]=2[N:18]=1. (5) Given the product [CH2:36]([OH:37])[C@@H:34]([OH:35])[C@@H:32]([OH:33])[C@H:30]([OH:31])[C@@H:28]([OH:29])[CH:27]=[O:26].[OH2:21], predict the reactants needed to synthesize it. The reactants are: CCCCC[C@H](O)/C=C/[C@@H]1[C@H]2C/C(/O[C@H]2C[C@H]1O)=C/CCCC(O)=[O:21].[O:26]=[CH:27][C@@H:28]([C@H:30]([C@@H:32]([C@@H:34]([CH2:36][OH:37])[OH:35])[OH:33])[OH:31])[OH:29].